Task: Predict the product of the given reaction.. Dataset: Forward reaction prediction with 1.9M reactions from USPTO patents (1976-2016) Given the reactants [NH2:1][C@@H:2]1[CH2:6][CH2:5][C@H:4]([C:7]([NH:9][C:10]2[CH:15]=[C:14]([C:16]3[CH:21]=[N:20][CH:19]=[C:18]([NH:22][CH2:23][CH:24]4[CH2:29][CH2:28][O:27][CH2:26][CH2:25]4)[N:17]=3)[C:13]([Cl:30])=[CH:12][N:11]=2)=[O:8])[CH2:3]1.C(N(CC)CC)C.[CH3:38][S:39](Cl)(=[O:41])=[O:40], predict the reaction product. The product is: [Cl:30][C:13]1[C:14]([C:16]2[CH:21]=[N:20][CH:19]=[C:18]([NH:22][CH2:23][CH:24]3[CH2:29][CH2:28][O:27][CH2:26][CH2:25]3)[N:17]=2)=[CH:15][C:10]([NH:9][C:7]([C@H:4]2[CH2:5][CH2:6][C@@H:2]([NH:1][S:39]([CH3:38])(=[O:41])=[O:40])[CH2:3]2)=[O:8])=[N:11][CH:12]=1.